From a dataset of Catalyst prediction with 721,799 reactions and 888 catalyst types from USPTO. Predict which catalyst facilitates the given reaction. (1) Reactant: [N+:1]([C:4]1[CH:9]=[CH:8][C:7]([C:10]([N:12]2[CH2:17][CH2:16][N:15]([CH2:18][CH3:19])[CH2:14][CH2:13]2)=[O:11])=[C:6]([Cl:20])[CH:5]=1)([O-])=O.C1(C)C=CC=CC=1. Product: [NH2:1][C:4]1[CH:9]=[CH:8][C:7]([C:10]([N:12]2[CH2:13][CH2:14][N:15]([CH2:18][CH3:19])[CH2:16][CH2:17]2)=[O:11])=[C:6]([Cl:20])[CH:5]=1. The catalyst class is: 171. (2) Reactant: CCN(S(F)(F)[F:7])CC.[Cl:10][C:11]1[C:16]([Cl:17])=[CH:15][C:14]([NH:18][C:19]2[C:28]3[C:23](=[CH:24][C:25]([O:32][CH2:33][CH2:34][O:35][CH2:36][CH2:37]O)=[C:26]([N+:29]([O-:31])=[O:30])[CH:27]=3)[N:22]=[CH:21][N:20]=2)=[C:13]([F:39])[CH:12]=1.C(=O)(O)[O-].[Na+]. Product: [Cl:10][C:11]1[C:16]([Cl:17])=[CH:15][C:14]([NH:18][C:19]2[C:28]3[C:23](=[CH:24][C:25]([O:32][CH2:33][CH2:34][O:35][CH2:36][CH2:37][F:7])=[C:26]([N+:29]([O-:31])=[O:30])[CH:27]=3)[N:22]=[CH:21][N:20]=2)=[C:13]([F:39])[CH:12]=1. The catalyst class is: 46.